This data is from Full USPTO retrosynthesis dataset with 1.9M reactions from patents (1976-2016). The task is: Predict the reactants needed to synthesize the given product. (1) Given the product [OH:10][CH:9]([C:6]1[CH:7]=[CH:8][S:4][CH:5]=1)[C:1]#[N:2], predict the reactants needed to synthesize it. The reactants are: [C-:1]#[N:2].[K+].[S:4]1[CH:8]=[CH:7][C:6]([CH:9]=[O:10])=[CH:5]1.C(O)(=O)C.C([O-])(O)=O.[Na+]. (2) Given the product [Br:30][CH2:21][C:18]1[CH:19]=[CH:20][C:15]([C:11]2[CH:10]=[CH:9][N:8]3[C:13]([C:12]=2[CH3:14])=[C:4]([CH:1]2[CH2:3][CH2:2]2)[CH:5]=[C:6]([C:24]([O:26][CH2:27][CH3:28])=[O:25])[C:7]3=[O:23])=[CH:16][CH:17]=1, predict the reactants needed to synthesize it. The reactants are: [CH:1]1([C:4]2[CH:5]=[C:6]([C:24]([O:26][CH2:27][CH3:28])=[O:25])[C:7](=[O:23])[N:8]3[C:13]=2[C:12]([CH3:14])=[C:11]([C:15]2[CH:20]=[CH:19][C:18]([CH2:21]O)=[CH:17][CH:16]=2)[CH:10]=[CH:9]3)[CH2:3][CH2:2]1.C(Br)(Br)(Br)[Br:30].C1(P(C2C=CC=CC=2)C2C=CC=CC=2)C=CC=CC=1. (3) The reactants are: [N:1]1[N:2]([CH2:6][C:7]2[CH:14]=[CH:13][C:10]([CH:11]=O)=[CH:9][CH:8]=2)[N:3]=[CH:4][CH:5]=1.[NH2:15][C:16]1[N:17]=[N:18][C:19]([CH3:22])=[CH:20][CH:21]=1.C([O:25][C:26](=O)[C:27]([OH:40])=[CH:28][C:29]([C:31]1[CH:36]=[CH:35][C:34]([CH:37]([CH3:39])[CH3:38])=[CH:33][CH:32]=1)=[O:30])C. Given the product [OH:40][C:27]1[C:26](=[O:25])[N:15]([C:16]2[N:17]=[N:18][C:19]([CH3:22])=[CH:20][CH:21]=2)[CH:11]([C:10]2[CH:13]=[CH:14][C:7]([CH2:6][N:2]3[N:3]=[CH:4][CH:5]=[N:1]3)=[CH:8][CH:9]=2)[C:28]=1[C:29](=[O:30])[C:31]1[CH:36]=[CH:35][C:34]([CH:37]([CH3:39])[CH3:38])=[CH:33][CH:32]=1, predict the reactants needed to synthesize it.